This data is from Full USPTO retrosynthesis dataset with 1.9M reactions from patents (1976-2016). The task is: Predict the reactants needed to synthesize the given product. Given the product [Cl:1][C:2]1[CH:6]=[CH:5][S:4][C:3]=1[C:7]1[O:8][N:19]=[C:17]([C:16]2[CH:15]=[CH:14][C:13]([O:12][C:11]([F:10])([F:23])[F:24])=[CH:22][CH:21]=2)[N:18]=1, predict the reactants needed to synthesize it. The reactants are: [Cl:1][C:2]1[CH:6]=[CH:5][S:4][C:3]=1[C:7](Cl)=[O:8].[F:10][C:11]([F:24])([F:23])[O:12][C:13]1[CH:22]=[CH:21][C:16]([C:17](=[N:19]O)[NH2:18])=[CH:15][CH:14]=1.N1C=CC=CC=1.O.